Dataset: Catalyst prediction with 721,799 reactions and 888 catalyst types from USPTO. Task: Predict which catalyst facilitates the given reaction. (1) Reactant: [NH2:1][C:2]1[CH:45]=[CH:44][C:5]([C:6]([N:8]2[CH2:14][C@H:13]([NH:15][C:16](=[O:28])[C@@H:17]([N:19](C)[C:20](=O)OC(C)(C)C)[CH3:18])[C:12](=[O:29])[N:11]([CH2:30][C:31]3[C:35]4[CH:36]=[CH:37][CH:38]=[CH:39][C:34]=4[O:33][N:32]=3)[C:10]3[CH:40]=[CH:41][CH:42]=[CH:43][C:9]2=3)=[O:7])=[CH:4][CH:3]=1.[ClH:46]. Product: [ClH:46].[NH2:1][C:2]1[CH:45]=[CH:44][C:5]([C:6]([N:8]2[CH2:14][C@H:13]([NH:15][C:16](=[O:28])[C@@H:17]([NH:19][CH3:20])[CH3:18])[C:12](=[O:29])[N:11]([CH2:30][C:31]3[C:35]4[CH:36]=[CH:37][CH:38]=[CH:39][C:34]=4[O:33][N:32]=3)[C:10]3[CH:40]=[CH:41][CH:42]=[CH:43][C:9]2=3)=[O:7])=[CH:4][CH:3]=1. The catalyst class is: 275. (2) The catalyst class is: 45. Reactant: [CH:1]1[N:5]2[C:6]3[CH:25]=[CH:24][CH:23]=[CH:22][C:7]=3[CH2:8][CH2:9][C@@H:10]([NH:11]C(=O)OCC3C=CC=CC=3)[C:4]2=[N:3][CH:2]=1.C(O)C. Product: [CH:1]1[N:5]2[C:6]3[CH:25]=[CH:24][CH:23]=[CH:22][C:7]=3[CH2:8][CH2:9][C@@H:10]([NH2:11])[C:4]2=[N:3][CH:2]=1. (3) Reactant: [Cl:1][C:2]1[S:6][C:5]([S:7]([NH:10][C:11]2[C:19]3[C:14](=[CH:15][CH:16]=[CH:17][C:18]=3[Cl:20])[N:13]([CH2:21][C:22]3[CH:27]=[CH:26][CH:25]=[C:24]([C:28]#[N:29])[CH:23]=3)[N:12]=2)(=[O:9])=[O:8])=[CH:4][CH:3]=1.[H-].[Al+3].[Li+].[H-].[H-].[H-]. Product: [NH2:29][CH2:28][C:24]1[CH:23]=[C:22]([CH2:21][N:13]2[C:14]3[C:19](=[C:18]([Cl:20])[CH:17]=[CH:16][CH:15]=3)[C:11]([NH:10][S:7]([C:5]3[S:6][C:2]([Cl:1])=[CH:3][CH:4]=3)(=[O:8])=[O:9])=[N:12]2)[CH:27]=[CH:26][CH:25]=1. The catalyst class is: 7. (4) Reactant: [C:1](O[BH-](OC(=O)C)OC(=O)C)(=O)[CH3:2].[Na+].[CH:15]1([N:18]2[C:22]3[CH:23]=[C:24]([C:28]4[C:33]([F:34])=[CH:32][N:31]=[C:30]([NH:35][C:36]5[CH:41]=[CH:40][C:39]([CH2:42][CH:43]6[CH2:48][CH2:47][NH:46][CH2:45][CH2:44]6)=[CH:38][N:37]=5)[N:29]=4)[CH:25]=[C:26]([F:27])[C:21]=3[N:20]=[C:19]2[CH3:49])[CH2:17][CH2:16]1.ClCCCl. Product: [CH:15]1([N:18]2[C:22]3[CH:23]=[C:24]([C:28]4[C:33]([F:34])=[CH:32][N:31]=[C:30]([NH:35][C:36]5[CH:41]=[CH:40][C:39]([CH2:42][CH:43]6[CH2:48][CH2:47][N:46]([CH2:1][CH3:2])[CH2:45][CH2:44]6)=[CH:38][N:37]=5)[N:29]=4)[CH:25]=[C:26]([F:27])[C:21]=3[N:20]=[C:19]2[CH3:49])[CH2:17][CH2:16]1. The catalyst class is: 15. (5) Reactant: [CH:1]12[CH2:10][CH:5]3[CH2:6][CH:7]([CH2:9][CH:3]([CH2:4]3)[CH:2]1[NH:11][C:12]([C@H:14]1[CH2:19][O:18][CH2:17][CH2:16][NH:15]1)=[O:13])[CH2:8]2.[C:20]([O:24][C:25](=[O:30])[NH:26][CH2:27][CH:28]=O)([CH3:23])([CH3:22])[CH3:21].[BH3-]C#N.[Na+]. Product: [C:20]([O:24][C:25](=[O:30])[NH:26][CH2:27][CH2:28][N:15]1[CH2:16][CH2:17][O:18][CH2:19][C@@H:14]1[C:12]([NH:11][CH:2]1[CH:3]2[CH2:9][CH:7]3[CH2:6][CH:5]([CH2:10][CH:1]1[CH2:8]3)[CH2:4]2)=[O:13])([CH3:23])([CH3:22])[CH3:21]. The catalyst class is: 5. (6) Reactant: Cl.[F:2][C:3]([F:19])([F:18])[C:4]1[CH:9]=[CH:8][C:7]([N:10]2[CH2:15][CH2:14][O:13][CH:12]([CH2:16][NH2:17])[CH2:11]2)=[CH:6][CH:5]=1.[CH2:20]([N:22]([CH2:33][C:34](O)=[O:35])[S:23]([C:26]1[CH:31]=[CH:30][C:29]([F:32])=[CH:28][CH:27]=1)(=[O:25])=[O:24])[CH3:21].CN([P+](ON1N=NC2C=CC=CC1=2)(N(C)C)N(C)C)C.F[P-](F)(F)(F)(F)F. Product: [CH2:20]([N:22]([S:23]([C:26]1[CH:27]=[CH:28][C:29]([F:32])=[CH:30][CH:31]=1)(=[O:25])=[O:24])[CH2:33][C:34]([NH:17][CH2:16][CH:12]1[O:13][CH2:14][CH2:15][N:10]([C:7]2[CH:6]=[CH:5][C:4]([C:3]([F:2])([F:18])[F:19])=[CH:9][CH:8]=2)[CH2:11]1)=[O:35])[CH3:21]. The catalyst class is: 4. (7) Reactant: [CH2:1]([O:3][C:4]([C:6]1[CH:7]=[N:8][NH:9][C:10]=1[NH2:11])=[O:5])[CH3:2].C([O:14][C:15](=O)[CH2:16][CH:17](OCC)OCC)C.C(OC(=O)CC=O)C. Product: [CH2:1]([O:3][C:4]([C:6]1[CH:7]=[N:8][N:9]2[C:15]([OH:14])=[CH:16][CH:17]=[N:11][C:10]=12)=[O:5])[CH3:2]. The catalyst class is: 52.